Dataset: Full USPTO retrosynthesis dataset with 1.9M reactions from patents (1976-2016). Task: Predict the reactants needed to synthesize the given product. (1) Given the product [CH3:21][N:22]1[C:26]([C:27]2[O:20][C:3]3[CH:4]=[CH:5][C:6]4[CH2:7][CH2:8][NH:9][CH2:10][CH2:11][C:12]=4[C:2]=3[N:1]=2)=[CH:25][C:24]([CH3:30])=[N:23]1.[CH3:21][N:22]1[C:26]([C:27]([OH:14])=[O:28])=[CH:25][C:24]([CH3:30])=[N:23]1, predict the reactants needed to synthesize it. The reactants are: [NH2:1][C:2]1[C:12]2[CH2:11][CH2:10][N:9](C(OC(C)(C)C)=[O:14])[CH2:8][CH2:7][C:6]=2[CH:5]=[CH:4][C:3]=1[OH:20].[CH3:21][N:22]1[C:26]([C:27](Cl)=[O:28])=[CH:25][C:24]([CH3:30])=[N:23]1.CN(C)C=O. (2) Given the product [Cl:1][C:2]1[CH:3]=[C:4]([C:17]([OH:19])=[O:18])[C:5]2[O:9][C:8]([C:10]3[CH:15]=[CH:14][CH:13]=[CH:12][CH:11]=3)=[N:7][C:6]=2[CH:16]=1, predict the reactants needed to synthesize it. The reactants are: [Cl:1][C:2]1[CH:3]=[C:4]([C:17]([O:19]C)=[O:18])[C:5]2[O:9][C:8]([C:10]3[CH:15]=[CH:14][CH:13]=[CH:12][CH:11]=3)=[N:7][C:6]=2[CH:16]=1.[OH-].[Li+].